Dataset: Catalyst prediction with 721,799 reactions and 888 catalyst types from USPTO. Task: Predict which catalyst facilitates the given reaction. The catalyst class is: 25. Product: [Si:1]([O:8][CH2:9][C:10]1[N:11]([CH3:23])[C:12]2[C:17]([CH:18]=1)=[CH:16][C:15]1[C:19](=[O:22])[CH2:20][CH2:21][C:14]=1[CH:13]=2)([C:4]([CH3:7])([CH3:6])[CH3:5])([CH3:3])[CH3:2]. Reactant: [Si:1]([O:8][CH2:9][C:10]1[N:11]([CH3:23])[C:12]2[C:17]([CH:18]=1)=[CH:16][C:15]1[C:19](=[O:22])[CH:20]=[CH:21][C:14]=1[CH:13]=2)([C:4]([CH3:7])([CH3:6])[CH3:5])([CH3:3])[CH3:2].